From a dataset of Full USPTO retrosynthesis dataset with 1.9M reactions from patents (1976-2016). Predict the reactants needed to synthesize the given product. (1) Given the product [CH3:1][O:2][C:3]1[CH:8]=[CH:7][C:6]([C:9]2[CH:10]=[C:11]([CH3:16])[C:12](=[O:15])[NH:13][N:14]=2)=[CH:5][CH:4]=1, predict the reactants needed to synthesize it. The reactants are: [CH3:1][O:2][C:3]1[CH:8]=[CH:7][C:6]([C:9]2[CH2:10][CH:11]([CH3:16])[C:12](=[O:15])[NH:13][N:14]=2)=[CH:5][CH:4]=1. (2) Given the product [Cl:30][C:18]1[CH:17]=[C:16]([NH:15][C:7]2[C:6]3[C:11](=[CH:12][CH:13]=[CH:14][C:5]=3[O:4][CH2:3][CH2:2][NH:1][C:33](=[O:34])[C@@H:32]([OH:31])[CH2:37][CH2:36][OH:35])[N:10]=[CH:9][N:8]=2)[CH:21]=[CH:20][C:19]=1[O:22][CH2:23][C:24]1[CH:29]=[CH:28][CH:27]=[CH:26][N:25]=1, predict the reactants needed to synthesize it. The reactants are: [NH2:1][CH2:2][CH2:3][O:4][C:5]1[CH:14]=[CH:13][CH:12]=[C:11]2[C:6]=1[C:7]([NH:15][C:16]1[CH:21]=[CH:20][C:19]([O:22][CH2:23][C:24]3[CH:29]=[CH:28][CH:27]=[CH:26][N:25]=3)=[C:18]([Cl:30])[CH:17]=1)=[N:8][CH:9]=[N:10]2.[OH:31][C@H:32]1[CH2:37][CH2:36][O:35][C:33]1=[O:34]. (3) Given the product [CH2:6]([O:8][S:9]([CH:12]=[CH:26][C:25]1[CH:28]=[CH:29][C:22]([Cl:21])=[CH:23][C:24]=1[O:30][CH3:31])(=[O:10])=[O:11])[CH3:7], predict the reactants needed to synthesize it. The reactants are: C([Li])CCC.[CH2:6]([O:8][S:9]([CH2:12]P(OCC)(OCC)=O)(=[O:11])=[O:10])[CH3:7].[Cl:21][C:22]1[CH:29]=[CH:28][C:25]([CH:26]=O)=[C:24]([O:30][CH3:31])[CH:23]=1. (4) Given the product [Cl:23][C:19]1[CH:18]=[C:17]2[N:16]([CH2:24][O:25][CH2:26][CH2:27][Si:28]([CH3:30])([CH3:31])[CH3:29])[C:15](=[O:32])[C@:7]3([C@@H:6]([C:33]4[CH:38]=[CH:37][CH:36]=[C:35]([Cl:39])[CH:34]=4)[CH2:5][C@H:4]([CH2:1][C:2]([OH:41])=[O:59])[C:9](=[O:10])[N:8]3[CH2:11][CH:12]3[CH2:14][CH2:13]3)[C:22]2=[CH:21][CH:20]=1, predict the reactants needed to synthesize it. The reactants are: [CH2:1]([C@@H:4]1[C:9](=[O:10])[N:8]([CH2:11][CH:12]2[CH2:14][CH2:13]2)[C@:7]2([C:22]3[C:17](=[CH:18][C:19]([Cl:23])=[CH:20][CH:21]=3)[N:16]([CH2:24][O:25][CH2:26][CH2:27][Si:28]([CH3:31])([CH3:30])[CH3:29])[C:15]2=[O:32])[C@@H:6]([C:33]2[CH:38]=[CH:37][CH:36]=[C:35]([Cl:39])[CH:34]=2)[CH2:5]1)[CH:2]=C.I([O-])(=O)(=O)=[O:41].[Na+].C(O)(=O)CC(CC(O)=O)(C(O)=O)O.[OH2:59].C(Cl)(Cl)(Cl)Cl.CC#N. (5) Given the product [Br:13][C:14]1[CH:15]=[CH:16][C:17]([O:22][CH3:23])=[C:18]2[C:19]=1[C:8]([CH2:11][CH3:12])([CH2:6][CH3:7])[CH2:9][NH:20]2, predict the reactants needed to synthesize it. The reactants are: S(=O)(=O)(O)O.[CH2:6]([CH:8]([CH2:11][CH3:12])[CH:9]=O)[CH3:7].[Br:13][C:14]1[CH:15]=[CH:16][C:17]([O:22][CH3:23])=[C:18]([NH:20]N)[CH:19]=1.[BH4-].[Na+]. (6) Given the product [I:1][C:2]1[CH:10]=[CH:9][C:5]([C:6]([N:12]([CH3:13])[CH3:11])=[O:7])=[CH:4][CH:3]=1, predict the reactants needed to synthesize it. The reactants are: [I:1][C:2]1[CH:10]=[CH:9][C:5]([C:6](O)=[O:7])=[CH:4][CH:3]=1.[CH3:11][N:12](C(ON1N=NC2C=CC=NC1=2)=[N+](C)C)[CH3:13].F[P-](F)(F)(F)(F)F.CCN(C(C)C)C(C)C.Cl.CNC.